From a dataset of CYP3A4 inhibition data for predicting drug metabolism from PubChem BioAssay. Regression/Classification. Given a drug SMILES string, predict its absorption, distribution, metabolism, or excretion properties. Task type varies by dataset: regression for continuous measurements (e.g., permeability, clearance, half-life) or binary classification for categorical outcomes (e.g., BBB penetration, CYP inhibition). Dataset: cyp3a4_veith. (1) The compound is CC(=O)Nc1ccc(S(=O)(=O)N2CCN(C(=O)c3cccnc3)CC2)cc1. The result is 1 (inhibitor). (2) The molecule is Cc1cccc(C)c1NC(=S)NC(=O)CCc1ccccc1. The result is 1 (inhibitor). (3) The molecule is Cn1ncc2c(Cl)ncnc21. The result is 0 (non-inhibitor). (4) The drug is CCCC[C@@H]1C[C@H]1C(NC(=O)c1ccco1)c1ccc(C(=O)OC)cc1. The result is 1 (inhibitor). (5) The molecule is CC(C)[C@@H](OCc1ccccc1)[C@H](C)/C=N\OC[C@@H](C)[C@H](OCc1ccccc1)C(C)C. The result is 0 (non-inhibitor). (6) The drug is CCOc1cc(CNCCO)c(Cl)cc1OCC(=O)NCCc1ccccc1. The result is 1 (inhibitor). (7) The drug is C1CNCCOCCNCCN1. The result is 0 (non-inhibitor). (8) The compound is O=S(=O)(c1ccccc1)N1CCC2(CCCN(C(c3ccccc3)c3ccccc3)C2)CC1. The result is 1 (inhibitor).